From a dataset of Reaction yield outcomes from USPTO patents with 853,638 reactions. Predict the reaction yield, written as a fraction of the theoretical maximum amount of product (1.0 means a 100% yield; for example, 0.34 means a 34% yield). (1) The reactants are [C:1](=[O:16])([O:14][CH3:15])[O:2][C:3]1[CH:8]=[C:7]([N+:9]([O-])=O)[C:6]([F:12])=[CH:5][C:4]=1[CH3:13]. The catalyst is C(O)C.[Pt](=O)=O. The product is [F:12][C:6]1[CH:5]=[C:4]([CH3:13])[C:3]([O:2][C:1]([O:14][CH3:15])=[O:16])=[CH:8][C:7]=1[NH2:9]. The yield is 1.00. (2) The reactants are [OH:1][C:2]1[C:3]([O:20][CH3:21])=[C:4]([C:10]2[CH:11]=[C:12]3[C:16](=[CH:17][CH:18]=2)[C:15](=[O:19])[O:14][CH2:13]3)[CH:5]=[CH:6][C:7]=1[O:8][CH3:9].C(=O)([O-])[O-].[K+].[K+].Br[CH2:29][C:30]1([CH2:34][OH:35])[CH2:33][O:32][CH2:31]1. The catalyst is C(#N)C. The product is [OH:35][CH2:34][C:30]1([CH2:29][O:1][C:2]2[C:3]([O:20][CH3:21])=[C:4]([C:10]3[CH:11]=[C:12]4[C:16](=[CH:17][CH:18]=3)[C:15](=[O:19])[O:14][CH2:13]4)[CH:5]=[CH:6][C:7]=2[O:8][CH3:9])[CH2:33][O:32][CH2:31]1. The yield is 0.232. (3) The yield is 0.870. The catalyst is ClCCl. The product is [Cl:14][CH2:15][C:16]([N:4]1[CH2:5][CH2:6][N:1]([C:7]([O:9][C:10]([CH3:13])([CH3:12])[CH3:11])=[O:8])[CH2:2][CH2:3]1)=[O:17]. The reactants are [N:1]1([C:7]([O:9][C:10]([CH3:13])([CH3:12])[CH3:11])=[O:8])[CH2:6][CH2:5][NH:4][CH2:3][CH2:2]1.[Cl:14][CH2:15][C:16](Cl)=[O:17].C(N(CC)CC)C. (4) The reactants are [F:1][C:2]1[CH:7]=[C:6]([OH:8])[CH:5]=[C:4]([F:9])[C:3]=1[C:10]1[N:15]=[C:14]([C:16]([O:18][CH3:19])=[O:17])[CH:13]=[CH:12][C:11]=1[F:20].C(=O)([O-])[O-].[K+].[K+].FC(F)(F)S(O[CH2:33][C:34]([F:37])([F:36])[F:35])(=O)=O. The catalyst is CN(C=O)C.C(OCC)(=O)C. The product is [F:1][C:2]1[CH:7]=[C:6]([O:8][CH2:33][C:34]([F:37])([F:36])[F:35])[CH:5]=[C:4]([F:9])[C:3]=1[C:10]1[N:15]=[C:14]([C:16]([O:18][CH3:19])=[O:17])[CH:13]=[CH:12][C:11]=1[F:20]. The yield is 1.00. (5) The reactants are [CH3:1][O:2][C:3](=[O:18])[CH2:4][N:5]1[CH2:10][CH2:9][N:8]([C:11]([O:13][C:14]([CH3:17])([CH3:16])[CH3:15])=[O:12])[CH2:7][CH2:6]1.[N+:19]([C:22]1[CH:29]=[CH:28][CH:27]=[CH:26][C:23]=1[CH2:24]Br)([O-:21])=[O:20].COC(=O)C(C1CCN(C(OC(C)(C)C)=O)CC1)CC1C=CC=CC=1[N+]([O-])=O. No catalyst specified. The product is [CH3:1][O:2][C:3](=[O:18])[CH:4]([N:5]1[CH2:10][CH2:9][N:8]([C:11]([O:13][C:14]([CH3:15])([CH3:17])[CH3:16])=[O:12])[CH2:7][CH2:6]1)[CH2:24][C:23]1[CH:26]=[CH:27][CH:28]=[CH:29][C:22]=1[N+:19]([O-:21])=[O:20]. The yield is 0.510. (6) The reactants are [Br:1][C:2]1[N:3]=[CH:4][C:5]([NH:8][C:9]2[CH:18]=[CH:17][C:12]([C:13]([O:15][CH3:16])=[O:14])=[CH:11][C:10]=2[N+:19]([O-])=O)=[N:6][CH:7]=1.[NH4+].[Cl-].CCOC(C)=O. The catalyst is C1COCC1.O.[Fe]. The product is [NH2:19][C:10]1[CH:11]=[C:12]([CH:17]=[CH:18][C:9]=1[NH:8][C:5]1[CH:4]=[N:3][C:2]([Br:1])=[CH:7][N:6]=1)[C:13]([O:15][CH3:16])=[O:14]. The yield is 0.740. (7) The reactants are [F:1][C:2]([F:13])([F:12])[C:3]1[CH:4]=[C:5]([CH2:9][C:10]#[N:11])[CH:6]=[CH:7][CH:8]=1.Br[CH2:15][CH2:16][CH2:17][CH2:18][CH2:19]Br. No catalyst specified. The product is [F:1][C:2]([F:12])([F:13])[C:3]1[CH:4]=[C:5]([C:9]2([C:10]#[N:11])[CH2:19][CH2:18][CH2:17][CH2:16][CH2:15]2)[CH:6]=[CH:7][CH:8]=1. The yield is 0.900.